Dataset: Catalyst prediction with 721,799 reactions and 888 catalyst types from USPTO. Task: Predict which catalyst facilitates the given reaction. (1) Reactant: CS([O:5][CH2:6][CH2:7][CH2:8][C:9]1[O:13][C:12]([N:14]2[CH:18]=[CH:17][N:16]=[C:15]2[CH3:19])=[N:11][C:10]=1[C:20]1[CH:25]=[CH:24][C:23]([Cl:26])=[CH:22][CH:21]=1)(=O)=O.O[C:28]1[CH:37]=[CH:36][C:31]([C:32](OC)=[O:33])=[CH:30][CH:29]=1.C(=O)([O-])[O-].[K+].[K+].CN(C)C=O. Product: [Cl:26][C:23]1[CH:24]=[CH:25][C:20]([C:10]2[N:11]=[C:12]([N:14]3[CH:18]=[CH:17][N:16]=[C:15]3[CH3:19])[O:13][C:9]=2[CH2:8][CH2:7][CH2:6][O:5][C:28]2[CH:37]=[CH:36][C:31]([CH2:32][OH:33])=[CH:30][CH:29]=2)=[CH:21][CH:22]=1. The catalyst class is: 6. (2) Reactant: [CH3:1][N:2]1[CH2:7][CH2:6][C:5]([CH2:15][NH2:16])([C:8]2[CH:13]=[CH:12][CH:11]=[C:10]([F:14])[CH:9]=2)[CH2:4][CH2:3]1.[C:17]([C:19]1[C:20]([O:32][CH3:33])=[C:21]([C:29](Cl)=[O:30])[C:22]2[C:27]([CH:28]=1)=[CH:26][CH:25]=[CH:24][CH:23]=2)#[N:18]. Product: [CH3:1][N:2]1[CH2:7][CH2:6][C:5]([C:8]2[CH:13]=[CH:12][CH:11]=[C:10]([F:14])[CH:9]=2)([CH2:15][NH:16][C:29]([C:21]2[C:22]3[C:27](=[CH:26][CH:25]=[CH:24][CH:23]=3)[CH:28]=[C:19]([C:17]#[N:18])[C:20]=2[O:32][CH3:33])=[O:30])[CH2:4][CH2:3]1. The catalyst class is: 28.